Dataset: Full USPTO retrosynthesis dataset with 1.9M reactions from patents (1976-2016). Task: Predict the reactants needed to synthesize the given product. (1) Given the product [C:25]([O:28][C:29]([NH:1][CH2:2][CH2:3][O:4][CH2:5][CH2:6][O:7][CH2:8][CH2:9][NH:10][C:11](=[O:18])[CH2:12][O:13][CH2:14][C:15]([OH:17])=[O:16])=[O:30])([CH3:27])([CH3:26])[CH3:24], predict the reactants needed to synthesize it. The reactants are: [NH2:1][CH2:2][CH2:3][O:4][CH2:5][CH2:6][O:7][CH2:8][CH2:9][NH:10][C:11](=[O:18])[CH2:12][O:13][CH2:14][C:15]([OH:17])=[O:16].C([O-])(O)=O.[Na+].[CH3:24][C:25]([O:28][C:29](O[C:29]([O:28][C:25]([CH3:27])([CH3:26])[CH3:24])=[O:30])=[O:30])([CH3:27])[CH3:26]. (2) Given the product [C:30]([NH:29][C:23]1[C:22](/[CH:14]=[CH:13]/[O:12][CH2:10][CH3:11])=[CH:27][N:26]=[C:25]([Cl:28])[N:24]=1)([CH3:33])([CH3:31])[CH3:32], predict the reactants needed to synthesize it. The reactants are: [B]1OC2C(=CC=CC=2)O1.[CH2:10]([O:12][C:13]#[CH:14])[CH3:11].CCCCCC.Br[C:22]1[C:23]([NH:29][C:30]([CH3:33])([CH3:32])[CH3:31])=[N:24][C:25]([Cl:28])=[N:26][CH:27]=1.[OH-].[Na+]. (3) Given the product [Si:1]([O:8][C@H:9]1[CH2:13][CH2:12][N:11]([CH2:14][C@H:15]([C:17]2[CH:22]=[CH:21][CH:20]=[C:19]([O:23][C:24]([F:27])([F:26])[F:25])[CH:18]=2)[NH:35][CH2:33][CH3:34])[CH2:10]1)([C:4]([CH3:7])([CH3:6])[CH3:5])([CH3:3])[CH3:2], predict the reactants needed to synthesize it. The reactants are: [Si:1]([O:8][C@H:9]1[CH2:13][CH2:12][N:11]([CH2:14][C@H:15]([C:17]2[CH:22]=[CH:21][CH:20]=[C:19]([O:23][C:24]([F:27])([F:26])[F:25])[CH:18]=2)O)[CH2:10]1)([C:4]([CH3:7])([CH3:6])[CH3:5])([CH3:3])[CH3:2].CS(Cl)(=O)=O.[CH2:33]([NH2:35])[CH3:34]. (4) Given the product [NH2:23][C:21]1[N:20]=[CH:19][N:18]=[C:17]2[N:16]([CH2:2][C@H:3]([NH:5][C:6](=[O:12])[O:7][C:8]([CH3:11])([CH3:10])[CH3:9])[CH3:4])[N:15]=[C:14]([I:13])[C:22]=12, predict the reactants needed to synthesize it. The reactants are: O[CH2:2][C@H:3]([NH:5][C:6](=[O:12])[O:7][C:8]([CH3:11])([CH3:10])[CH3:9])[CH3:4].[I:13][C:14]1[C:22]2[C:17](=[N:18][CH:19]=[N:20][C:21]=2[NH2:23])[NH:16][N:15]=1.C1C=CC(P(C2C=CC=CC=2)C2C=CC=CC=2)=CC=1.CC(OC(/N=N/C(OC(C)C)=O)=O)C.